Dataset: Reaction yield outcomes from USPTO patents with 853,638 reactions. Task: Predict the reaction yield, written as a fraction of the theoretical maximum amount of product (1.0 means a 100% yield; for example, 0.34 means a 34% yield). The reactants are [F:1][C:2]([F:12])([F:11])[C:3]1[CH:10]=[CH:9][C:6]([C:7]#[N:8])=[CH:5][CH:4]=1.[C:13](OC)(=[O:21])[C:14]1[C:15](=[CH:17][CH:18]=[CH:19][CH:20]=1)[SH:16].C(N(CC)CC)C. The catalyst is C1(C)C=CC=CC=1. The product is [F:1][C:2]([F:11])([F:12])[C:3]1[CH:10]=[CH:9][C:6]([C:7]2[S:16][C:15]3[CH:17]=[CH:18][CH:19]=[CH:20][C:14]=3[C:13](=[O:21])[N:8]=2)=[CH:5][CH:4]=1. The yield is 0.160.